From a dataset of Full USPTO retrosynthesis dataset with 1.9M reactions from patents (1976-2016). Predict the reactants needed to synthesize the given product. (1) Given the product [Cl:29][C:7]1[C:6]([C:30]#[N:31])=[CH:5][CH:4]=[C:3]2[C:8]=1[CH:9]=[C:69]([CH2:68][CH2:67][C:66]([F:73])([F:72])[F:65])[NH:2]2, predict the reactants needed to synthesize it. The reactants are: [Br-].[NH2:2][C:3]1[C:8]([CH2:9][P+](C2C=CC=CC=2)(C2C=CC=CC=2)C2C=CC=CC=2)=[C:7]([Cl:29])[C:6]([C:30]#[N:31])=[CH:5][CH:4]=1.CN(C(ON1N=NC2C=CC=NC1=2)=[N+](C)C)C.F[P-](F)(F)(F)(F)F.C(N(C(C)C)CC)(C)C.[F:65][C:66]([F:73])([F:72])[CH2:67][CH2:68][C:69](O)=O. (2) The reactants are: C(OC([N:8]1[C:16]2[C:11](=[CH:12][CH:13]=[C:14]([C:17]([O:19][CH2:20][C:21]3[CH:26]=[CH:25][CH:24]=[CH:23][CH:22]=3)=[O:18])[CH:15]=2)[C:10]([Br:27])=[N:9]1)=O)(C)(C)C.C(O)(C(F)(F)F)=O.C([O-])(O)=O.[Na+]. Given the product [CH2:20]([O:19][C:17]([C:14]1[CH:15]=[C:16]2[C:11]([C:10]([Br:27])=[N:9][NH:8]2)=[CH:12][CH:13]=1)=[O:18])[C:21]1[CH:26]=[CH:25][CH:24]=[CH:23][CH:22]=1, predict the reactants needed to synthesize it. (3) Given the product [NH2:37][C@H:38]1[CH2:43][CH2:42][CH2:41][N:40]([C:2]2[N:10]([C:11]3[CH:16]=[CH:15][CH:14]=[CH:13][CH:12]=3)[C:9]3[C:8](=[O:17])[N:7]([CH2:18][C:19]([C:21]4[CH:26]=[CH:25][CH:24]=[C:23]([O:27][CH3:28])[CH:22]=4)=[O:20])[CH:6]=[N:5][C:4]=3[C:3]=2[C:29]#[N:30])[CH2:39]1, predict the reactants needed to synthesize it. The reactants are: Cl[C:2]1[N:10]([C:11]2[CH:16]=[CH:15][CH:14]=[CH:13][CH:12]=2)[C:9]2[C:8](=[O:17])[N:7]([CH2:18][C:19]([C:21]3[CH:26]=[CH:25][CH:24]=[C:23]([O:27][CH3:28])[CH:22]=3)=[O:20])[CH:6]=[N:5][C:4]=2[C:3]=1[C:29]#[N:30].C(OC(=O)[NH:37][C@H:38]1[CH2:43][CH2:42][CH2:41][NH:40][CH2:39]1)(C)(C)C. (4) The reactants are: [CH3:1][C:2]1[S:3][C:4]([CH2:7]O)=[CH:5][N:6]=1.CS(Cl)(=O)=O.C(N(CC)CC)C.[N-:21]=[N+:22]=[N-:23].[Na+]. Given the product [N:21]([CH2:7][C:4]1[S:3][C:2]([CH3:1])=[N:6][CH:5]=1)=[N+:22]=[N-:23], predict the reactants needed to synthesize it. (5) Given the product [CH2:16]([C:2]1[CH:3]=[C:4]2[C:9](=[CH:10][CH:11]=1)[O:8][CH2:7][CH2:6][CH:5]2[OH:12])[C:17]([CH3:20])([CH3:19])[CH3:18], predict the reactants needed to synthesize it. The reactants are: I[C:2]1[CH:3]=[C:4]2[C:9](=[CH:10][CH:11]=1)[O:8][CH2:7][CH2:6][CH:5]2[OH:12].C(Cl)Cl.[CH2:16]([Mg]Br)[C:17]([CH3:20])([CH3:19])[CH3:18].